From a dataset of NCI-60 drug combinations with 297,098 pairs across 59 cell lines. Regression. Given two drug SMILES strings and cell line genomic features, predict the synergy score measuring deviation from expected non-interaction effect. (1) Drug 1: COC1=C(C=C2C(=C1)N=CN=C2NC3=CC(=C(C=C3)F)Cl)OCCCN4CCOCC4. Drug 2: CCCS(=O)(=O)NC1=C(C(=C(C=C1)F)C(=O)C2=CNC3=C2C=C(C=N3)C4=CC=C(C=C4)Cl)F. Cell line: RXF 393. Synergy scores: CSS=25.3, Synergy_ZIP=-8.43, Synergy_Bliss=-3.84, Synergy_Loewe=-2.88, Synergy_HSA=-1.40. (2) Drug 1: C1CCC(C1)C(CC#N)N2C=C(C=N2)C3=C4C=CNC4=NC=N3. Drug 2: CC12CCC3C(C1CCC2OP(=O)(O)O)CCC4=C3C=CC(=C4)OC(=O)N(CCCl)CCCl.[Na+]. Cell line: EKVX. Synergy scores: CSS=1.73, Synergy_ZIP=-2.17, Synergy_Bliss=-2.22, Synergy_Loewe=-14.0, Synergy_HSA=-1.77. (3) Drug 1: CN(C)C1=NC(=NC(=N1)N(C)C)N(C)C. Drug 2: C1=NC(=NC(=O)N1C2C(C(C(O2)CO)O)O)N. Cell line: SF-539. Synergy scores: CSS=-7.30, Synergy_ZIP=0.868, Synergy_Bliss=-2.53, Synergy_Loewe=-7.75, Synergy_HSA=-5.53. (4) Drug 1: C1=C(C(=O)NC(=O)N1)F. Drug 2: CC1=C(C=C(C=C1)NC(=O)C2=CC=C(C=C2)CN3CCN(CC3)C)NC4=NC=CC(=N4)C5=CN=CC=C5. Cell line: OVCAR-5. Synergy scores: CSS=37.6, Synergy_ZIP=3.65, Synergy_Bliss=5.16, Synergy_Loewe=1.83, Synergy_HSA=5.00. (5) Drug 1: CC1=C(C=C(C=C1)NC2=NC=CC(=N2)N(C)C3=CC4=NN(C(=C4C=C3)C)C)S(=O)(=O)N.Cl. Drug 2: C1C(C(OC1N2C=NC3=C2NC=NCC3O)CO)O. Cell line: ACHN. Synergy scores: CSS=15.8, Synergy_ZIP=-2.00, Synergy_Bliss=2.48, Synergy_Loewe=3.50, Synergy_HSA=4.57. (6) Drug 1: C1=C(C(=O)NC(=O)N1)N(CCCl)CCCl. Drug 2: C(CN)CNCCSP(=O)(O)O. Cell line: NCI-H522. Synergy scores: CSS=33.6, Synergy_ZIP=-10.4, Synergy_Bliss=-0.334, Synergy_Loewe=-15.5, Synergy_HSA=-0.916. (7) Drug 1: CN(CC1=CN=C2C(=N1)C(=NC(=N2)N)N)C3=CC=C(C=C3)C(=O)NC(CCC(=O)O)C(=O)O. Drug 2: CC1CCC2CC(C(=CC=CC=CC(CC(C(=O)C(C(C(=CC(C(=O)CC(OC(=O)C3CCCCN3C(=O)C(=O)C1(O2)O)C(C)CC4CCC(C(C4)OC)OP(=O)(C)C)C)C)O)OC)C)C)C)OC. Cell line: HCT116. Synergy scores: CSS=48.5, Synergy_ZIP=-3.21, Synergy_Bliss=-7.93, Synergy_Loewe=-12.3, Synergy_HSA=-7.86.